Dataset: Reaction yield outcomes from USPTO patents with 853,638 reactions. Task: Predict the reaction yield, written as a fraction of the theoretical maximum amount of product (1.0 means a 100% yield; for example, 0.34 means a 34% yield). (1) The reactants are [OH-].[Na+].C1(C[O:10][C:11]([C:13]2([NH:19][C:20]([C:22]3[CH:27]=[CH:26][C:25]([C:28]4[N:29]=[C:30]([N:33]5[CH2:38][CH2:37][N:36]([CH3:39])[CH2:35][CH2:34]5)[S:31][CH:32]=4)=[CH:24][CH:23]=3)=[O:21])[CH2:18][CH2:17][CH2:16][CH2:15][CH2:14]2)=[O:12])C=CC=CC=1.CCOCC. The catalyst is O1CCCC1. The product is [CH3:39][N:36]1[CH2:35][CH2:34][N:33]([C:30]2[S:31][CH:32]=[C:28]([C:25]3[CH:24]=[CH:23][C:22]([C:20]([NH:19][C:13]4([C:11]([OH:12])=[O:10])[CH2:18][CH2:17][CH2:16][CH2:15][CH2:14]4)=[O:21])=[CH:27][CH:26]=3)[N:29]=2)[CH2:38][CH2:37]1. The yield is 0.670. (2) The reactants are [Cl:1][C:2]1[CH:3]=[C:4]2[C:8](=[CH:9][CH:10]=1)[NH:7][CH:6]=[CH:5]2.[C:11]([OH:15])(=[O:14])[CH:12]=[CH2:13].C(OC(=O)C)(=O)C. The catalyst is C(O)(=O)C. The product is [Cl:1][C:2]1[CH:3]=[C:4]2[C:8](=[CH:9][CH:10]=1)[NH:7][CH:6]=[C:5]2[CH2:13][CH2:12][C:11]([OH:15])=[O:14]. The yield is 0.240. (3) The reactants are C(N(CC)CC)C.[Cl:8][C:9]1[C:14]([C:15]([F:18])([F:17])[F:16])=[CH:13][N:12]=[C:11]2[NH:19][CH:20]=[C:21]([NH2:22])[C:10]=12.[C:23](O)(=[O:30])[C:24]1[CH:29]=[CH:28][CH:27]=[N:26][CH:25]=1.C1N(P(Cl)(N2C(=O)OCC2)=O)C(=O)OC1. The catalyst is C(Cl)Cl.O. The product is [Cl:8][C:9]1[C:14]([C:15]([F:18])([F:16])[F:17])=[CH:13][N:12]=[C:11]2[NH:19][CH:20]=[C:21]([NH:22][C:23](=[O:30])[C:24]3[CH:29]=[CH:28][CH:27]=[N:26][CH:25]=3)[C:10]=12. The yield is 0.320. (4) The reactants are [O:1]=[S:2]1(=[O:35])[CH2:7][CH2:6][N:5]([C:8]2[CH:13]=[CH:12][C:11]([C:14]3[O:18][C:17]([C:19]4[CH:24]=[CH:23][C:22]([F:25])=[CH:21][CH:20]=4)=[N:16][C:15]=3[C@@H:26]3[CH2:31][CH2:30][CH2:29][CH2:28][C@H:27]3[C:32]([OH:34])=O)=[CH:10][CH:9]=2)[CH2:4][CH2:3]1.Cl.[NH2:37][C:38]1([C:41]#[N:42])[CH2:40][CH2:39]1.CCN(C(C)C)C(C)C.CN(C(ON1N=NC2C=CC=NC1=2)=[N+](C)C)C.F[P-](F)(F)(F)(F)F. The catalyst is CN(C=O)C. The product is [C:41]([C:38]1([NH:37][C:32]([C@@H:27]2[CH2:28][CH2:29][CH2:30][CH2:31][C@H:26]2[C:15]2[N:16]=[C:17]([C:19]3[CH:24]=[CH:23][C:22]([F:25])=[CH:21][CH:20]=3)[O:18][C:14]=2[C:11]2[CH:10]=[CH:9][C:8]([N:5]3[CH2:4][CH2:3][S:2](=[O:35])(=[O:1])[CH2:7][CH2:6]3)=[CH:13][CH:12]=2)=[O:34])[CH2:40][CH2:39]1)#[N:42]. The yield is 0.598. (5) The reactants are [Cl:1][C:2]1[CH:3]=[CH:4][CH:5]=[C:6]2[C:10]=1[N:9]([CH2:11][CH2:12][CH3:13])[N:8]=[C:7]2[C:14]1[CH:19]=[CH:18][C:17]([OH:20])=[CH:16][CH:15]=1.C(N(CC)C(C)C)(C)C.[C:30]([CH2:34][C:35](Cl)=[O:36])([CH3:33])([CH3:32])[CH3:31].O. The catalyst is C(Cl)Cl. The product is [CH3:31][C:30]([CH3:33])([CH3:32])[CH2:34][C:35]([O:20][C:17]1[CH:16]=[CH:15][C:14]([C:7]2[C:6]3[C:10](=[C:2]([Cl:1])[CH:3]=[CH:4][CH:5]=3)[N:9]([CH2:11][CH2:12][CH3:13])[N:8]=2)=[CH:19][CH:18]=1)=[O:36]. The yield is 0.720. (6) The reactants are ClC1C=C(NC2[C:19]3[C:14](=[CH:15][CH:16]=[C:17]([NH:20][CH2:21][C:22]4[NH:26]C=N[CH:23]=4)[CH:18]=3)N=CC=2C#N)C=CC=1F.[NH2:29][C:30]1[CH:31]=[C:32]2[C:37](=[C:38]([Cl:40])[CH:39]=1)[N:36]=[CH:35][C:34]([C:41]#[N:42])=[C:33]2[NH:43][C:44]1[CH:49]=[CH:48][C:47]([F:50])=[C:46]([Cl:51])[CH:45]=1.[BH3-]C#[N:54].[Na+]. The catalyst is CCO. The product is [Cl:40][C:38]1[CH:39]=[C:30]([NH:29][CH2:23][C:22]2[N:26]=[N:54][N:20]([C:17]3[CH:18]=[CH:19][CH:14]=[CH:15][CH:16]=3)[CH:21]=2)[CH:31]=[C:32]2[C:37]=1[N:36]=[CH:35][C:34]([C:41]#[N:42])=[C:33]2[NH:43][C:44]1[CH:49]=[CH:48][C:47]([F:50])=[C:46]([Cl:51])[CH:45]=1. The yield is 0.387. (7) The reactants are [C:1]1([CH2:11][C:12]([OH:14])=[O:13])[CH:6]=[CH:5][CH:4]=[CH:3][C:2]=1[CH2:7][C:8]([OH:10])=[O:9].[N+:15]([O-])([OH:17])=[O:16]. The catalyst is S(=O)(=O)(O)O. The product is [N+:15]([C:5]1[CH:6]=[C:1]([CH2:11][C:12]([OH:14])=[O:13])[C:2]([CH2:7][C:8]([OH:10])=[O:9])=[CH:3][CH:4]=1)([O-:17])=[O:16]. The yield is 0.650. (8) The reactants are N1C[CH:3]([CH2:5][N:6]2[CH:10]=[C:9]([C:11]3[C:19]4[C:14](=[CH:15][C:16]([F:20])=[CH:17][CH:18]=4)[NH:13][CH:12]=3)[CH:8]=[N:7]2)C1.CN(C([O:28]N1N=NC2C=CC=NC1=2)=[N+](C)C)C.F[P-](F)(F)(F)(F)F.CC[N:47]([CH2:50]C)CC.CN. The catalyst is C1COCC1.O. The product is [F:20][C:16]1[CH:15]=[C:14]2[C:19]([C:11]([C:9]3[CH:8]=[N:7][N:6]([CH2:5][C:3]([NH:47][CH3:50])=[O:28])[CH:10]=3)=[CH:12][NH:13]2)=[CH:18][CH:17]=1. The yield is 0.260. (9) The reactants are C[O:2][C:3](=[O:35])[CH:4]([N:6]1[C:14]2[C:9](=[CH:10][C:11]([O:15][CH2:16][CH2:17][CH2:18][O:19][C:20]3[CH:25]=[CH:24][C:23]([C:26]4[O:27][CH:28]=[C:29]([CH2:31][CH3:32])[N:30]=4)=[CH:22][C:21]=3[O:33][CH3:34])=[CH:12][CH:13]=2)[CH:8]=[CH:7]1)[CH3:5].[OH-].[Li+]. The catalyst is O1CCCC1.CO.O. The product is [CH2:31]([C:29]1[N:30]=[C:26]([C:23]2[CH:24]=[CH:25][C:20]([O:19][CH2:18][CH2:17][CH2:16][O:15][C:11]3[CH:10]=[C:9]4[C:14](=[CH:13][CH:12]=3)[N:6]([CH:4]([CH3:5])[C:3]([OH:35])=[O:2])[CH:7]=[CH:8]4)=[C:21]([O:33][CH3:34])[CH:22]=2)[O:27][CH:28]=1)[CH3:32]. The yield is 0.795.